The task is: Predict the reactants needed to synthesize the given product.. This data is from Full USPTO retrosynthesis dataset with 1.9M reactions from patents (1976-2016). (1) The reactants are: [CH2:1]([Li])CCC.[N:6]1([C:14]([O:16][C:17]([CH3:20])([CH3:19])[CH3:18])=[O:15])[CH2:9][CH:8]([C:10]([O:12][CH3:13])=[O:11])[CH2:7]1.IC. Given the product [CH3:1][C:8]1([C:10]([O:12][CH3:13])=[O:11])[CH2:9][N:6]([C:14]([O:16][C:17]([CH3:20])([CH3:19])[CH3:18])=[O:15])[CH2:7]1, predict the reactants needed to synthesize it. (2) The reactants are: [H-].[Al+3].[Li+].[H-].[H-].[H-].N1C2C(=CC=CC=2)C(CC[CH2:18][C:19]([N:21](CC(N)=O)[CH2:22][CH2:23][C:24]2[C:32]3[C:27](=[CH:28][CH:29]=[CH:30][CH:31]=3)[NH:26][CH:25]=2)=O)=C1.O. Given the product [CH2:19]([NH:21][CH2:22][CH2:23][C:24]1[C:32]2[C:27](=[CH:28][CH:29]=[CH:30][CH:31]=2)[NH:26][CH:25]=1)[CH3:18], predict the reactants needed to synthesize it. (3) Given the product [C:12]([O:11][C:9](=[O:10])[NH:17][CH2:16][C:43]1[N:42]=[CH:41][C:40]([C:28]2[N:27]=[C:26]3[C:31]([N:32]=[CH:33][N:25]3[CH2:24][CH:21]3[CH2:23][CH2:22]3)=[C:30]([N:34]3[CH2:35][CH2:36][O:37][CH2:38][CH2:39]3)[N:29]=2)=[CH:45][N:44]=1)([CH3:13])([CH3:14])[CH3:15], predict the reactants needed to synthesize it. The reactants are: [C:9](O[C:9]([O:11][C:12]([CH3:15])([CH3:14])[CH3:13])=[O:10])([O:11][C:12]([CH3:15])([CH3:14])[CH3:13])=[O:10].[CH3:16][N:17](C)C=O.[CH:21]1([CH2:24][N:25]2[CH:33]=[N:32][C:31]3[C:26]2=[N:27][C:28]([C:40]2[CH:41]=[N:42][C:43](NC)=[N:44][CH:45]=2)=[N:29][C:30]=3[N:34]2[CH2:39][CH2:38][O:37][CH2:36][CH2:35]2)[CH2:23][CH2:22]1.